Dataset: Forward reaction prediction with 1.9M reactions from USPTO patents (1976-2016). Task: Predict the product of the given reaction. (1) The product is: [O:1]1[C:6]2[CH:7]=[CH:8][CH:9]=[CH:10][C:5]=2[O:4][CH2:3][C@@H:2]1[CH2:11][O:12][S:26]([C:23]1[CH:24]=[CH:25][C:20]([CH3:30])=[CH:21][CH:22]=1)(=[O:28])=[O:27]. Given the reactants [O:1]1[C:6]2[CH:7]=[CH:8][CH:9]=[CH:10][C:5]=2[O:4][CH2:3][C@@H:2]1[CH2:11][OH:12].C(N(CC)CC)C.[C:20]1([CH3:30])[CH:25]=[CH:24][C:23]([S:26](Cl)(=[O:28])=[O:27])=[CH:22][CH:21]=1, predict the reaction product. (2) Given the reactants [CH3:1][C:2]1[CH:7]=[C:6]([CH3:8])[CH:5]=[CH:4][C:3]=1[N:9]1[CH2:14][CH2:13][N:12]([CH2:15][CH2:16][NH2:17])[CH2:11][CH2:10]1.[CH:18]1([C:24]2[CH:29]=[CH:28][C:27]([C:30]3[N:34]([C:35]4[CH:40]=[CH:39][CH:38]=[CH:37][CH:36]=4)[N:33]=[C:32]([CH:41]=O)[CH:31]=3)=[CH:26][CH:25]=2)[CH2:23][CH2:22][CH2:21][CH2:20][CH2:19]1, predict the reaction product. The product is: [CH:18]1([C:24]2[CH:29]=[CH:28][C:27]([C:30]3[N:34]([C:35]4[CH:40]=[CH:39][CH:38]=[CH:37][CH:36]=4)[N:33]=[C:32]([CH2:41][NH:17][CH2:16][CH2:15][N:12]4[CH2:13][CH2:14][N:9]([C:3]5[CH:4]=[CH:5][C:6]([CH3:8])=[CH:7][C:2]=5[CH3:1])[CH2:10][CH2:11]4)[CH:31]=3)=[CH:26][CH:25]=2)[CH2:19][CH2:20][CH2:21][CH2:22][CH2:23]1. (3) The product is: [CH3:11][C@H:12]1[NH:13][C@@H:14]([CH3:18])[CH2:15][N:16]([C:2]2[CH:7]=[CH:6][C:5]([N+:8]([O-:10])=[O:9])=[CH:4][CH:3]=2)[CH2:17]1. Given the reactants F[C:2]1[CH:7]=[CH:6][C:5]([N+:8]([O-:10])=[O:9])=[CH:4][CH:3]=1.[CH3:11][C@H:12]1[CH2:17][NH:16][CH2:15][C@@H:14]([CH3:18])[NH:13]1.ClCCl, predict the reaction product. (4) The product is: [Cl:1][C:2]1[C:7]([I:18])=[C:6]([CH2:8][CH3:9])[N:5]=[C:4]([NH2:10])[N:3]=1. Given the reactants [Cl:1][C:2]1[CH:7]=[C:6]([CH2:8][CH3:9])[N:5]=[C:4]([NH2:10])[N:3]=1.C1C(=O)N([I:18])C(=O)C1.[O-]S([O-])(=S)=O.[Na+].[Na+].C([O-])(O)=O.[Na+], predict the reaction product.